Dataset: Catalyst prediction with 721,799 reactions and 888 catalyst types from USPTO. Task: Predict which catalyst facilitates the given reaction. (1) The catalyst class is: 360. Product: [N:21]1([CH2:26][CH2:27][NH:28][C:29]([C:31]2[CH:35]=[C:34]([CH3:36])[NH:33][C:32]=2[CH:37]=[C:11]2[C:10]3[C:14](=[CH:15][CH:16]=[CH:17][C:9]=3[C:5]3[CH:6]=[CH:7][CH:8]=[C:3]([C:2]([F:1])([F:19])[F:20])[CH:4]=3)[NH:13][C:12]2=[O:18])=[O:30])[CH2:25][CH2:24][CH2:23][CH2:22]1. Reactant: [F:1][C:2]([F:20])([F:19])[C:3]1[CH:4]=[C:5]([C:9]2[CH:17]=[CH:16][CH:15]=[C:14]3[C:10]=2[CH2:11][C:12](=[O:18])[NH:13]3)[CH:6]=[CH:7][CH:8]=1.[N:21]1([CH2:26][CH2:27][NH:28][C:29]([C:31]2[CH:35]=[C:34]([CH3:36])[NH:33][C:32]=2[CH:37]=O)=[O:30])[CH2:25][CH2:24][CH2:23][CH2:22]1. (2) Reactant: [Br:1][C:2]1[CH:3]=[C:4]([CH:8]=[CH:9][CH:10]=1)[C:5](Cl)=[O:6].C(N(CC)C(C)C)(C)C.[CH3:20][O:21][CH2:22][CH2:23][O:24][C:25]1[CH:31]=[CH:30][C:28]([NH2:29])=[CH:27][C:26]=1[C:32]1[N:33]([CH3:37])[N:34]=[CH:35][CH:36]=1. Product: [Br:1][C:2]1[CH:3]=[C:4]([CH:8]=[CH:9][CH:10]=1)[C:5]([NH:29][C:28]1[CH:30]=[CH:31][C:25]([O:24][CH2:23][CH2:22][O:21][CH3:20])=[C:26]([C:32]2[N:33]([CH3:37])[N:34]=[CH:35][CH:36]=2)[CH:27]=1)=[O:6]. The catalyst class is: 3. (3) Reactant: [F:1][C:2]1[CH:7]=[CH:6][CH:5]=[CH:4][C:3]=1[N:8]=[C:9]=[O:10].[NH2:11][C:12]1[C:13]2[C:20]([C:21]([C:23]3[CH:28]=[C:27]([CH3:29])[N:26]=[C:25]([NH2:30])[CH:24]=3)=[O:22])=[CH:19][N:18]([CH:31]([CH3:33])[CH3:32])[C:14]=2[N:15]=[CH:16][N:17]=1. Product: [NH2:11][C:12]1[C:13]2[C:20]([C:21]([C:23]3[CH:28]=[C:27]([CH3:29])[N:26]=[C:25]([NH:30][C:9]([NH:8][C:3]4[CH:4]=[CH:5][CH:6]=[CH:7][C:2]=4[F:1])=[O:10])[CH:24]=3)=[O:22])=[CH:19][N:18]([CH:31]([CH3:33])[CH3:32])[C:14]=2[N:15]=[CH:16][N:17]=1. The catalyst class is: 17.